From a dataset of Full USPTO retrosynthesis dataset with 1.9M reactions from patents (1976-2016). Predict the reactants needed to synthesize the given product. (1) Given the product [CH3:42][O:41][C:40]1[CH:39]=[CH:38][C:37]([C:28]([C:29]2[CH:30]=[CH:31][C:32]([O:33][CH3:34])=[CH:35][CH:36]=2)([C:45]2[CH:50]=[CH:49][CH:48]=[CH:47][CH:46]=2)[O:11][CH2:10][CH2:9][CH2:8][C:7]([C:13]2[CH:18]=[CH:17][CH:16]=[CH:15][CH:14]=2)([C:1]2[CH:2]=[CH:3][CH:4]=[CH:5][CH:6]=2)[OH:12])=[CH:44][CH:43]=1, predict the reactants needed to synthesize it. The reactants are: [C:1]1([C:7]([C:13]2[CH:18]=[CH:17][CH:16]=[CH:15][CH:14]=2)([OH:12])[CH2:8][CH2:9][CH2:10][OH:11])[CH:6]=[CH:5][CH:4]=[CH:3][CH:2]=1.C(N(CC)C(C)C)(C)C.[C:28](Cl)([C:45]1[CH:50]=[CH:49][CH:48]=[CH:47][CH:46]=1)([C:37]1[CH:44]=[CH:43][C:40]([O:41][CH3:42])=[CH:39][CH:38]=1)[C:29]1[CH:36]=[CH:35][C:32]([O:33][CH3:34])=[CH:31][CH:30]=1. (2) Given the product [C:1]([O:5][C:6](=[O:25])[NH:7][C:8]1[CH:13]=[CH:12][C:11]([C:14]2[CH:15]=[CH:16][C:17]([CH2:20][CH3:21])=[CH:18][CH:19]=2)=[CH:10][C:9]=1[NH2:22])([CH3:3])([CH3:2])[CH3:4], predict the reactants needed to synthesize it. The reactants are: [C:1]([O:5][C:6](=[O:25])[NH:7][C:8]1[CH:13]=[CH:12][C:11]([C:14]2[CH:19]=[CH:18][C:17]([CH2:20][CH3:21])=[CH:16][CH:15]=2)=[CH:10][C:9]=1[N+:22]([O-])=O)([CH3:4])([CH3:3])[CH3:2]. (3) Given the product [Br:35][C:36]1[C:37]([F:46])=[CH:38][C:39]([N+:43]([O-:45])=[O:44])=[C:40]([O:8][C:7]2[C:6]([F:9])=[C:5]([CH3:10])[CH:4]=[CH:3][C:2]=2[Cl:1])[CH:41]=1, predict the reactants needed to synthesize it. The reactants are: [Cl:1][C:2]1[C:7]([OH:8])=[C:6]([F:9])[C:5]([CH3:10])=[CH:4][CH:3]=1.C1OCCOCCOCCOCCOCCOC1.CC(C)([O-])C.[K+].[Br:35][C:36]1[CH:41]=[C:40](F)[C:39]([N+:43]([O-:45])=[O:44])=[CH:38][C:37]=1[F:46].